From a dataset of Forward reaction prediction with 1.9M reactions from USPTO patents (1976-2016). Predict the product of the given reaction. (1) Given the reactants [NH2:1][C:2]1[CH:10]=[CH:9][CH:8]=[C:7]2[C:3]=1[CH:4]=[C:5]([CH3:17])[N:6]2[CH2:11][C:12]([O:14][CH2:15][CH3:16])=[O:13].C(N(CC)CC)C.[C:25](Cl)(=[O:27])[CH3:26].O, predict the reaction product. The product is: [C:25]([NH:1][C:2]1[CH:10]=[CH:9][CH:8]=[C:7]2[C:3]=1[CH:4]=[C:5]([CH3:17])[N:6]2[CH2:11][C:12]([O:14][CH2:15][CH3:16])=[O:13])(=[O:27])[CH3:26]. (2) Given the reactants [CH3:1][O:2][C:3]1[CH:25]=[CH:24][C:6]2[N:7]=[C:8]([C:10]3[CH:11]=[N:12][C:13]([NH:16][C:17](=[O:23])[O:18][C:19]([CH3:22])([CH3:21])[CH3:20])=[N:14][CH:15]=3)[O:9][C:5]=2[CH:4]=1.[F:26][CH2:27][CH2:28]N(C1C=CC(C2OC3C=C(OC)C=CC=3N=2)=CN=1)C(=O)OC(C)(C)C, predict the reaction product. The product is: [F:26][CH2:27][CH2:28][N:16]([C:13]1[N:14]=[CH:15][C:10]([C:8]2[O:9][C:5]3[CH:4]=[C:3]([O:2][CH3:1])[CH:25]=[CH:24][C:6]=3[N:7]=2)=[CH:11][N:12]=1)[C:17](=[O:23])[O:18][C:19]([CH3:22])([CH3:20])[CH3:21]. (3) Given the reactants Cl[Si](C)(C)C.Br[C:7]([F:14])([F:13])[C:8]([O:10][CH2:11][CH3:12])=[O:9].[CH2:15]([O:23][C:24]1[CH:29]=[CH:28][C:27]([CH:30]2[O:35][CH2:34][CH2:33][N:32]([CH2:36]N3C4C=CC=CC=4N=N3)[CH2:31]2)=[CH:26][CH:25]=1)[CH2:16][CH2:17][CH2:18][CH2:19][CH2:20][CH2:21][CH3:22], predict the reaction product. The product is: [CH2:11]([O:10][C:8](=[O:9])[C:7]([F:14])([F:13])[CH2:36][N:32]1[CH2:33][CH2:34][O:35][CH:30]([C:27]2[CH:28]=[CH:29][C:24]([O:23][CH2:15][CH2:16][CH2:17][CH2:18][CH2:19][CH2:20][CH2:21][CH3:22])=[CH:25][CH:26]=2)[CH2:31]1)[CH3:12]. (4) Given the reactants [Br:1][C:2]1[CH:7]=[CH:6][N:5]=[C:4]([CH2:8]Br)[CH:3]=1.[CH3:10][S:11][Na], predict the reaction product. The product is: [Br:1][C:2]1[CH:7]=[CH:6][N:5]=[C:4]([CH2:8][S:11][CH3:10])[CH:3]=1. (5) Given the reactants Cl[C:2]1[CH:7]=[N:6][N:5]([CH3:8])[C:4](=[O:9])[C:3]=1[O:10][CH3:11].C([O-])(=O)C.[K+].B1(B2OC(C)(C)C(C)(C)O2)OC(C)(C)C(C)(C)O1.C1(P(C2CCCCC2)C2CCCCC2)CCCCC1.Br[C:55]1[CH:60]=[CH:59][C:58]([C:61]([F:64])([F:63])[F:62])=[CH:57][C:56]=1[S:65][CH3:66].[F-].[Cs+], predict the reaction product. The product is: [CH3:11][O:10][C:3]1[C:4](=[O:9])[N:5]([CH3:8])[N:6]=[CH:7][C:2]=1[C:55]1[CH:60]=[CH:59][C:58]([C:61]([F:64])([F:63])[F:62])=[CH:57][C:56]=1[S:65][CH3:66]. (6) The product is: [CH3:27][O:28][C:29]([C:22]1[CH2:23][CH2:24][CH2:25][N:20]([C:14]2[CH:15]=[CH:16][C:17]([Cl:19])=[CH:18][C:13]=2[Cl:12])[C:21]=1[S:26][CH3:5])=[O:30]. Given the reactants C([Mg]Br)C.[CH:5](NC(C)C)(C)C.[Cl:12][C:13]1[CH:18]=[C:17]([Cl:19])[CH:16]=[CH:15][C:14]=1[N:20]1[CH2:25][CH2:24][CH2:23][CH2:22][C:21]1=[S:26].[CH3:27][O:28][C:29](=O)[O:30]C.Cl, predict the reaction product. (7) Given the reactants Br[C:2]1[N:7]=[C:6]([C:8]2[CH:13]=[CH:12][CH:11]=[CH:10][N:9]=2)[CH:5]=[CH:4][CH:3]=1.O.[NH3:15], predict the reaction product. The product is: [N:7]1[C:2]([NH2:15])=[CH:3][CH:4]=[CH:5][C:6]=1[C:8]1[CH:13]=[CH:12][CH:11]=[CH:10][N:9]=1. (8) Given the reactants [C:1]([C:5]1[CH:10]=[CH:9][C:8]([C:11]2[N:12]([C:32](Cl)=[O:33])[C:13]([C:25]3[CH:30]=[CH:29][C:28]([F:31])=[CH:27][CH:26]=3)([CH3:24])[C:14]([C:17]3[CH:22]=[CH:21][C:20]([F:23])=[CH:19][CH:18]=3)([CH3:16])[N:15]=2)=[C:7]([O:35][CH2:36][CH3:37])[CH:6]=1)([CH3:4])([CH3:3])[CH3:2].Cl.Cl.[CH3:40][S:41]([CH2:44][CH2:45][CH2:46][N:47]1[CH2:52][CH2:51][NH:50][CH2:49][CH2:48]1)(=[O:43])=[O:42], predict the reaction product. The product is: [C:1]([C:5]1[CH:10]=[CH:9][C:8]([C:11]2[N:12]([C:32]([N:50]3[CH2:49][CH2:48][N:47]([CH2:46][CH2:45][CH2:44][S:41]([CH3:40])(=[O:42])=[O:43])[CH2:52][CH2:51]3)=[O:33])[C@@:13]([C:25]3[CH:30]=[CH:29][C:28]([F:31])=[CH:27][CH:26]=3)([CH3:24])[C@@:14]([C:17]3[CH:22]=[CH:21][C:20]([F:23])=[CH:19][CH:18]=3)([CH3:16])[N:15]=2)=[C:7]([O:35][CH2:36][CH3:37])[CH:6]=1)([CH3:4])([CH3:3])[CH3:2].